Dataset: Catalyst prediction with 721,799 reactions and 888 catalyst types from USPTO. Task: Predict which catalyst facilitates the given reaction. Reactant: [CH2:1]([O:8][C:9]([C@H:11]1[CH2:16][N:15]([C:17](=[S:19])[NH2:18])[CH2:14][CH2:13][N:12]1[S:20]([C:23]1[CH:28]=[CH:27][C:26]([O:29][C:30]([F:33])([F:32])[F:31])=[CH:25][CH:24]=1)(=[O:22])=[O:21])=[O:10])[C:2]1[CH:7]=[CH:6][CH:5]=[CH:4][CH:3]=1.[C:34]([O:38][C:39](=[O:45])[CH:40](Br)[C:41](=O)[CH3:42])([CH3:37])([CH3:36])[CH3:35]. Product: [CH2:1]([O:8][C:9]([C@H:11]1[CH2:16][N:15]([C:17]2[S:19][C:40]([C:39]([O:38][C:34]([CH3:37])([CH3:36])[CH3:35])=[O:45])=[C:41]([CH3:42])[N:18]=2)[CH2:14][CH2:13][N:12]1[S:20]([C:23]1[CH:24]=[CH:25][C:26]([O:29][C:30]([F:33])([F:31])[F:32])=[CH:27][CH:28]=1)(=[O:21])=[O:22])=[O:10])[C:2]1[CH:7]=[CH:6][CH:5]=[CH:4][CH:3]=1. The catalyst class is: 10.